From a dataset of Catalyst prediction with 721,799 reactions and 888 catalyst types from USPTO. Predict which catalyst facilitates the given reaction. (1) Reactant: [CH:1]1([N:4]([CH3:29])[C:5]2[C:6]([C:19]3[O:20][C:21]4[CH:27]=[CH:26][C:25]([F:28])=[CH:24][C:22]=4[CH:23]=3)=[N:7][C:8]3[C:13]([N:14]=2)=[CH:12][C:11]([C:15]([O:17]C)=[O:16])=[CH:10][CH:9]=3)[CH2:3][CH2:2]1.[OH-].[Na+].Cl. Product: [CH:1]1([N:4]([CH3:29])[C:5]2[C:6]([C:19]3[O:20][C:21]4[CH:27]=[CH:26][C:25]([F:28])=[CH:24][C:22]=4[CH:23]=3)=[N:7][C:8]3[C:13]([N:14]=2)=[CH:12][C:11]([C:15]([OH:17])=[O:16])=[CH:10][CH:9]=3)[CH2:3][CH2:2]1. The catalyst class is: 24. (2) Reactant: C[O:2][C:3]1[CH:12]=[CH:11][C:10]2[C:5](=[CH:6][CH:7]=[C:8]([O:13][CH3:14])[CH:9]=2)[C:4]=1[C:15]([C:17]1[CH:22]=[CH:21][C:20]([O:23][CH2:24][CH2:25][N:26]2[CH2:31][CH2:30][CH2:29][CH2:28][CH2:27]2)=[CH:19][CH:18]=1)=[O:16].B(Cl)(Cl)Cl.C(=O)(O)[O-].[Na+]. Product: [OH:2][C:3]1[CH:12]=[CH:11][C:10]2[C:5](=[CH:6][CH:7]=[C:8]([O:13][CH3:14])[CH:9]=2)[C:4]=1[C:15]([C:17]1[CH:22]=[CH:21][C:20]([O:23][CH2:24][CH2:25][N:26]2[CH2:31][CH2:30][CH2:29][CH2:28][CH2:27]2)=[CH:19][CH:18]=1)=[O:16]. The catalyst class is: 22. (3) Reactant: BrC1[CH:7]=[CH:6][CH:5]=[CH:4][C:3]=1[S:8]C.[CH3:10][C@@H:11]1[CH2:16][NH:15][CH2:14][CH2:13][NH:12]1.C1C=CC(P(C2C(C3C(P(C4C=CC=CC=4)C4C=CC=CC=4)=CC=C4C=3C=CC=C4)=C3C(C=CC=C3)=CC=2)C2C=CC=CC=2)=CC=1.CC(C)([O-])C.[Na+]. Product: [CH3:10][C@H:11]1[NH:12][CH2:13][CH2:14][N:15]([C:5]2[CH:4]=[CH:3][S:8][C:6]=2[CH3:7])[CH2:16]1. The catalyst class is: 187.